Predict the reactants needed to synthesize the given product. From a dataset of Full USPTO retrosynthesis dataset with 1.9M reactions from patents (1976-2016). (1) The reactants are: C([N:8]1[CH2:13][CH2:12][CH:11]([NH:14][CH3:15])[C:10]([CH3:17])([CH3:16])[CH2:9]1)C1C=CC=CC=1. Given the product [CH3:15][NH:14][CH:11]1[CH2:12][CH2:13][NH:8][CH2:9][C:10]1([CH3:17])[CH3:16], predict the reactants needed to synthesize it. (2) The reactants are: Cl[CH2:2][C:3]1[N+:12]([O-:13])=[C:11]([C:14]2[CH:19]=[CH:18][C:17]3[O:20][CH2:21][O:22][C:16]=3[CH:15]=2)[C:10]2[C:5](=[CH:6][C:7]3[O:25][CH2:24][O:23][C:8]=3[CH:9]=2)[N:4]=1.[NH:26]1[CH:30]=[CH:29][N:28]=[CH:27]1. Given the product [N:26]1([CH2:2][C:3]2[N+:12]([O-:13])=[C:11]([C:14]3[CH:19]=[CH:18][C:17]4[O:20][CH2:21][O:22][C:16]=4[CH:15]=3)[C:10]3[C:5](=[CH:6][C:7]4[O:25][CH2:24][O:23][C:8]=4[CH:9]=3)[N:4]=2)[CH:30]=[CH:29][N:28]=[CH:27]1, predict the reactants needed to synthesize it. (3) Given the product [ClH:11].[CH2:19]([NH:22][C:9]1[N:10]=[C:5]([N:4]([CH2:16][CH:17]=[CH2:18])[CH2:1][CH:2]=[CH2:3])[C:6]2[S:14][CH:13]=[C:12]([CH3:15])[C:7]=2[N:8]=1)[CH:20]=[CH2:21], predict the reactants needed to synthesize it. The reactants are: [CH2:1]([N:4]([CH2:16][CH:17]=[CH2:18])[C:5]1[C:6]2[S:14][CH:13]=[C:12]([CH3:15])[C:7]=2[N:8]=[C:9]([Cl:11])[N:10]=1)[CH:2]=[CH2:3].[CH2:19]([NH2:22])[CH:20]=[CH2:21].C(=O)([O-])O.[Na+]. (4) Given the product [N:1]1[C:6]2[NH:7][CH:8]=[CH:9][C:5]=2[C:4]([O:10][C:11]2[CH:12]=[C:13]3[C:18](=[CH:19][CH:20]=2)[C:17]([C:21]([Cl:28])=[O:23])=[CH:16][CH:15]=[CH:14]3)=[N:3][CH:2]=1, predict the reactants needed to synthesize it. The reactants are: [N:1]1[C:6]2[NH:7][CH:8]=[CH:9][C:5]=2[C:4]([O:10][C:11]2[CH:12]=[C:13]3[C:18](=[CH:19][CH:20]=2)[C:17]([C:21]([OH:23])=O)=[CH:16][CH:15]=[CH:14]3)=[N:3][CH:2]=1.C(Cl)(C([Cl:28])=O)=O. (5) Given the product [CH2:1]([N:8]([CH2:21][C:22]1[CH:23]=[CH:24][C:25]([O:26][C:27]2[CH:28]=[CH:29][C:30]([O:31][CH2:32][CH2:33][CH2:34][C:35]([N:48]([CH3:49])[CH2:47][C:46]([OH:45])=[O:50])=[O:36])=[CH:38][CH:39]=2)=[CH:40][CH:41]=1)[C:9]1[CH:14]=[CH:13][CH:12]=[C:11]([NH:15][S:16]([CH3:19])(=[O:17])=[O:18])[C:10]=1[CH3:20])[C:2]1[CH:3]=[CH:4][CH:5]=[CH:6][CH:7]=1, predict the reactants needed to synthesize it. The reactants are: [CH2:1]([N:8]([CH2:21][C:22]1[CH:41]=[CH:40][C:25]([O:26][C:27]2[CH:39]=[CH:38][C:30]([O:31][CH2:32][CH2:33][CH2:34][C:35](O)=[O:36])=[CH:29][CH:28]=2)=[CH:24][CH:23]=1)[C:9]1[CH:14]=[CH:13][CH:12]=[C:11]([NH:15][S:16]([CH3:19])(=[O:18])=[O:17])[C:10]=1[CH3:20])[C:2]1[CH:7]=[CH:6][CH:5]=[CH:4][CH:3]=1.Cl.C([O:45][C:46](=[O:50])[CH2:47][NH:48][CH3:49])C. (6) The reactants are: [N:1]1[C:2]([CH2:10][N:11]([CH:25]2[C:34]3[N:33]=[CH:32][CH:31]=[CH:30][C:29]=3[CH2:28][CH2:27][CH2:26]2)[CH2:12][CH2:13][CH2:14][CH2:15][CH2:16][NH:17]C(=O)OC(C)(C)C)=[CH:3][N:4]2[CH:9]=[CH:8][CH:7]=[CH:6][C:5]=12.FC(F)(F)C(O)=O. Given the product [N:1]1[C:2]([CH2:10][N:11]([CH:25]2[C:34]3[N:33]=[CH:32][CH:31]=[CH:30][C:29]=3[CH2:28][CH2:27][CH2:26]2)[CH2:12][CH2:13][CH2:14][CH2:15][CH2:16][NH2:17])=[CH:3][N:4]2[CH:9]=[CH:8][CH:7]=[CH:6][C:5]=12, predict the reactants needed to synthesize it. (7) Given the product [C:36]1([CH:7]([C:1]2[CH:6]=[CH:5][CH:4]=[CH:3][CH:2]=2)[CH2:8][NH:9][C:10]2[N:18]=[C:17]([C:19]([NH:21][CH2:22][CH2:23][N:24]3[CH2:29][CH2:28][CH2:27][CH2:26][CH2:25]3)=[O:20])[N:16]=[C:15]3[C:11]=2[N:12]=[CH:13][NH:14]3)[CH:37]=[CH:38][CH:39]=[CH:40][CH:41]=1, predict the reactants needed to synthesize it. The reactants are: [C:1]1([CH:7]([C:36]2[CH:41]=[CH:40][CH:39]=[CH:38][CH:37]=2)[CH2:8][NH:9][C:10]2[N:18]=[C:17]([C:19]([NH:21][CH2:22][CH2:23][N:24]3[CH2:29][CH2:28][CH2:27][CH2:26][CH2:25]3)=[O:20])[N:16]=[C:15]3[C:11]=2[N:12]=[CH:13][N:14]3C2CCCCO2)[CH:6]=[CH:5][CH:4]=[CH:3][CH:2]=1.Cl. (8) Given the product [Cl:1][C:2]1[CH:3]=[N:4][CH:5]=[C:6]([Cl:25])[C:7]=1[S:8][C:9]1[S:13][C:12]([C:14]([NH:16][CH:17]2[CH2:21][CH2:20][N:19]([CH2:26][CH3:27])[CH2:18]2)=[O:15])=[CH:11][C:10]=1[N+:22]([O-:24])=[O:23], predict the reactants needed to synthesize it. The reactants are: [Cl:1][C:2]1[CH:3]=[N:4][CH:5]=[C:6]([Cl:25])[C:7]=1[S:8][C:9]1[S:13][C:12]([C:14]([NH:16][CH:17]2[CH2:21][CH2:20][NH:19][CH2:18]2)=[O:15])=[CH:11][C:10]=1[N+:22]([O-:24])=[O:23].[CH:26](=O)[CH3:27].[Na].